From a dataset of Merck oncology drug combination screen with 23,052 pairs across 39 cell lines. Regression. Given two drug SMILES strings and cell line genomic features, predict the synergy score measuring deviation from expected non-interaction effect. (1) Drug 2: CCc1c2c(nc3ccc(O)cc13)-c1cc3c(c(=O)n1C2)COC(=O)C3(O)CC. Synergy scores: synergy=17.7. Drug 1: C#Cc1cccc(Nc2ncnc3cc(OCCOC)c(OCCOC)cc23)c1. Cell line: LOVO. (2) Drug 1: COC1=C2CC(C)CC(OC)C(O)C(C)C=C(C)C(OC(N)=O)C(OC)C=CC=C(C)C(=O)NC(=CC1=O)C2=O. Drug 2: CCc1c2c(nc3ccc(O)cc13)-c1cc3c(c(=O)n1C2)COC(=O)C3(O)CC. Cell line: CAOV3. Synergy scores: synergy=10.4. (3) Drug 1: CC(=O)OC1C(=O)C2(C)C(O)CC3OCC3(OC(C)=O)C2C(OC(=O)c2ccccc2)C2(O)CC(OC(=O)C(O)C(NC(=O)c3ccccc3)c3ccccc3)C(C)=C1C2(C)C. Drug 2: NC1(c2ccc(-c3nc4ccn5c(=O)[nH]nc5c4cc3-c3ccccc3)cc2)CCC1. Cell line: LOVO. Synergy scores: synergy=28.7. (4) Drug 1: COc1cc(C2c3cc4c(cc3C(OC3OC5COC(C)OC5C(O)C3O)C3COC(=O)C23)OCO4)cc(OC)c1O. Drug 2: COC1CC2CCC(C)C(O)(O2)C(=O)C(=O)N2CCCCC2C(=O)OC(C(C)CC2CCC(OP(C)(C)=O)C(OC)C2)CC(=O)C(C)C=C(C)C(O)C(OC)C(=O)C(C)CC(C)C=CC=CC=C1C. Cell line: LNCAP. Synergy scores: synergy=34.5. (5) Drug 1: O=C(CCCCCCC(=O)Nc1ccccc1)NO. Drug 2: Cc1nc(Nc2ncc(C(=O)Nc3c(C)cccc3Cl)s2)cc(N2CCN(CCO)CC2)n1. Cell line: DLD1. Synergy scores: synergy=3.20. (6) Drug 1: O=S1(=O)NC2(CN1CC(F)(F)F)C1CCC2Cc2cc(C=CCN3CCC(C(F)(F)F)CC3)ccc2C1. Drug 2: CC(=O)OC1C(=O)C2(C)C(O)CC3OCC3(OC(C)=O)C2C(OC(=O)c2ccccc2)C2(O)CC(OC(=O)C(O)C(NC(=O)c3ccccc3)c3ccccc3)C(C)=C1C2(C)C. Cell line: UACC62. Synergy scores: synergy=21.2. (7) Drug 1: CC(=O)OC1C(=O)C2(C)C(O)CC3OCC3(OC(C)=O)C2C(OC(=O)c2ccccc2)C2(O)CC(OC(=O)C(O)C(NC(=O)c3ccccc3)c3ccccc3)C(C)=C1C2(C)C. Drug 2: Cn1nnc2c(C(N)=O)ncn2c1=O. Cell line: RKO. Synergy scores: synergy=-8.81. (8) Drug 1: O=C(O)C1(Cc2cccc(Nc3nccs3)n2)CCC(Oc2cccc(Cl)c2F)CC1. Drug 2: O=C(NOCC(O)CO)c1ccc(F)c(F)c1Nc1ccc(I)cc1F. Cell line: A375. Synergy scores: synergy=0.801. (9) Drug 1: Nc1ccn(C2OC(CO)C(O)C2(F)F)c(=O)n1. Drug 2: NC1(c2ccc(-c3nc4ccn5c(=O)[nH]nc5c4cc3-c3ccccc3)cc2)CCC1. Cell line: A427. Synergy scores: synergy=13.7.